The task is: Predict the reaction yield, written as a fraction of the theoretical maximum amount of product (1.0 means a 100% yield; for example, 0.34 means a 34% yield).. This data is from Reaction yield outcomes from USPTO patents with 853,638 reactions. (1) The reactants are [CH3:1][O:2][C:3]1[C:8]([S:9][C:10]2[N:15]=[C:14]([NH:16][C:17](=[O:19])[CH3:18])[CH:13]=[C:12]([NH:20][C:21](=[O:23])[CH3:22])[N:11]=2)=[C:7]([O:24][CH3:25])[N:6]=[C:5]([N:26]2[CH2:31][CH2:30][NH:29][CH2:28][CH2:27]2)[N:4]=1.Br[CH2:33][CH2:34][CH2:35][CH2:36][N:37]1[C:41](=[O:42])[C:40]2=[CH:43][CH:44]=[CH:45][CH:46]=[C:39]2[C:38]1=[O:47]. The catalyst is CN(C=O)C. The product is [O:47]=[C:38]1[C:39]2[C:40](=[CH:43][CH:44]=[CH:45][CH:46]=2)[C:41](=[O:42])[N:37]1[CH2:36][CH2:35][CH2:34][CH2:33][N:29]1[CH2:30][CH2:31][N:26]([C:5]2[N:6]=[C:7]([O:24][CH3:25])[C:8]([S:9][C:10]3[N:11]=[C:12]([NH:20][C:21](=[O:23])[CH3:22])[CH:13]=[C:14]([NH:16][C:17](=[O:19])[CH3:18])[N:15]=3)=[C:3]([O:2][CH3:1])[N:4]=2)[CH2:27][CH2:28]1. The yield is 0.860. (2) The reactants are [OH:1][CH2:2][C@@H:3]([NH:18][C:19](=[O:25])[O:20][C:21]([CH3:24])([CH3:23])[CH3:22])[C@H:4]([C:8]1[CH:13]=[CH:12][C:11]([C:14]([F:17])([F:16])[F:15])=[CH:10][CH:9]=1)/[CH:5]=[CH:6]/[CH3:7].[C:26](Cl)(=[O:31])[C:27]([CH3:30])([CH3:29])[CH3:28]. The catalyst is C(Cl)Cl.CN(C)C1C=CN=CC=1. The product is [C:26]([O:1][CH2:2][C@@H:3]([NH:18][C:19]([O:20][C:21]([CH3:24])([CH3:23])[CH3:22])=[O:25])[C@H:4]([C:8]1[CH:13]=[CH:12][C:11]([C:14]([F:17])([F:16])[F:15])=[CH:10][CH:9]=1)/[CH:5]=[CH:6]/[CH3:7])(=[O:31])[C:27]([CH3:30])([CH3:29])[CH3:28]. The yield is 0.620. (3) The reactants are [CH2:1]([N:8]([CH2:12][CH2:13][OH:14])[CH2:9][CH2:10][OH:11])[C:2]1[CH:7]=[CH:6][CH:5]=[CH:4][CH:3]=1.C(N(CC)CC)C.Cl[C:23](Cl)([O:25]C(=O)OC(Cl)(Cl)Cl)Cl. The catalyst is C1COCC1. The product is [CH2:1]([N:8]1[CH2:12][CH2:13][O:14][C:23](=[O:25])[O:11][CH2:10][CH2:9]1)[C:2]1[CH:7]=[CH:6][CH:5]=[CH:4][CH:3]=1. The yield is 0.780. (4) No catalyst specified. The reactants are [F:1][C:2]1[CH:17]=[CH:16][C:5]([O:6][C:7]2[CH:15]=[CH:14][CH:13]=[CH:12][C:8]=2[C:9]([OH:11])=O)=[CH:4][CH:3]=1.[NH2:18][C@@H:19]1[C@H:23]2[O:24][CH2:25][C@H:26]([NH:27][C:28]([CH:30]3[CH2:32][CH2:31]3)=[O:29])[C@H:22]2[O:21][CH2:20]1. The yield is 0.756. The product is [CH:30]1([C:28]([NH:27][C@@H:26]2[C@H:22]3[O:21][CH2:20][C@H:19]([NH:18][C:9](=[O:11])[C:8]4[CH:12]=[CH:13][CH:14]=[CH:15][C:7]=4[O:6][C:5]4[CH:4]=[CH:3][C:2]([F:1])=[CH:17][CH:16]=4)[C@H:23]3[O:24][CH2:25]2)=[O:29])[CH2:31][CH2:32]1. (5) The reactants are Br[C:2]([Br:5])(Br)Br.C1(P(C2C=CC=CC=2)C2C=CC=CC=2)C=CC=CC=1.[O:25]1[CH2:30][CH2:29][N:28]([C:31]2[CH:36]=[CH:35][C:34]([NH:37][C:38]3[N:43]=[C:42]([S:44][C:45]4[CH:46]=[C:47](CO)[CH:48]=[CH:49][CH:50]=4)[CH:41]=[CH:40][N:39]=3)=[CH:33][CH:32]=2)[CH2:27][CH2:26]1. The catalyst is ClCCl. The product is [Br:5][CH2:2][C:49]1[CH:50]=[C:45]([S:44][C:42]2[CH:41]=[CH:40][N:39]=[C:38]([NH:37][C:34]3[CH:33]=[CH:32][C:31]([N:28]4[CH2:27][CH2:26][O:25][CH2:30][CH2:29]4)=[CH:36][CH:35]=3)[N:43]=2)[CH:46]=[CH:47][CH:48]=1. The yield is 0.450. (6) The reactants are C(OC([N:8]1[CH2:13][CH2:12][CH:11]([N:14]2[C@H:18]([C:19]3[CH:23]=[CH:22][S:21][CH:20]=3)[CH2:17][O:16][C:15]2=[O:24])[CH2:10][CH2:9]1)=O)(C)(C)C.C(O)(C(F)(F)F)=O. The catalyst is C(Cl)Cl. The product is [NH:8]1[CH2:9][CH2:10][CH:11]([N:14]2[C@H:18]([C:19]3[CH:23]=[CH:22][S:21][CH:20]=3)[CH2:17][O:16][C:15]2=[O:24])[CH2:12][CH2:13]1. The yield is 0.710. (7) The reactants are [Cl:1][C:2]1[C:7]([C:8]([NH:10][CH2:11][C:12]2[CH:17]=[CH:16][C:15]([F:18])=[CH:14][CH:13]=2)=[O:9])=[C:6]([CH3:19])[CH:5]=[C:4](Cl)[N:3]=1.Cl.[CH3:22][C@@H:23]1[CH2:28][O:27][CH2:26][CH2:25][NH:24]1.CN1C(=O)CCC1. The catalyst is CCOC(C)=O. The product is [Cl:1][C:2]1[C:7]([C:8]([NH:10][CH2:11][C:12]2[CH:17]=[CH:16][C:15]([F:18])=[CH:14][CH:13]=2)=[O:9])=[C:6]([CH3:19])[CH:5]=[C:4]([N:24]2[CH2:25][CH2:26][O:27][CH2:28][C@H:23]2[CH3:22])[N:3]=1. The yield is 0.200. (8) The reactants are Cl.[F:2][C:3]([F:15])([F:14])[CH2:4][O:5][C:6]1[N:11]=[CH:10][C:9]([CH2:12][NH2:13])=[CH:8][CH:7]=1.[NH2:16][C:17]1[CH:18]=[C:19]([CH:23]=[CH:24][N:25]=1)[C:20](O)=[O:21]. No catalyst specified. The product is [NH2:16][C:17]1[CH:18]=[C:19]([CH:23]=[CH:24][N:25]=1)[C:20]([NH:13][CH2:12][C:9]1[CH:10]=[N:11][C:6]([O:5][CH2:4][C:3]([F:2])([F:14])[F:15])=[CH:7][CH:8]=1)=[O:21]. The yield is 0.290.